Dataset: Catalyst prediction with 721,799 reactions and 888 catalyst types from USPTO. Task: Predict which catalyst facilitates the given reaction. (1) Reactant: O=P(Cl)(Cl)Cl.[F:6][C:7]1[CH:8]=[C:9]2[C:13](=[CH:14][CH:15]=1)[NH:12][C:11]([CH3:16])=[CH:10]2.[OH-:17].[Na+].[CH3:19]O.C(Cl)Cl. Product: [F:6][C:7]1[CH:8]=[C:9]2[C:13](=[CH:14][CH:15]=1)[NH:12][C:11]([CH3:16])=[C:10]2[CH:19]=[O:17]. The catalyst class is: 3. (2) Reactant: [Br:1][C:2]1[CH:3]=[CH:4][C:5]([F:9])=[C:6]([OH:8])[CH:7]=1.[CH3:10][N:11]1[C:15]([CH2:16]O)=[N:14][CH:13]=[N:12]1.C1(P(C2C=CC=CC=2)C2C=CC=CC=2)C=CC=CC=1.N(C(OC(C)C)=O)=NC(OC(C)C)=O. Product: [Br:1][C:2]1[CH:3]=[CH:4][C:5]([F:9])=[C:6]([CH:7]=1)[O:8][CH2:16][C:15]1[N:11]([CH3:10])[N:12]=[CH:13][N:14]=1. The catalyst class is: 506. (3) Reactant: [C:1]([O:4][C@H:5]([C:47]1[CH:52]=[CH:51][C:50]([F:53])=[CH:49][CH:48]=1)[CH2:6][CH2:7][C@H:8]1[C:11](=[O:12])[N:10]([C:13]2[CH:18]=[CH:17][C:16](OS(C(F)(F)F)(=O)=O)=[CH:15][CH:14]=2)[C@@H:9]1[C:27]1[CH:32]=[CH:31][C:30]([C:33]#[C:34][C:35]([CH2:42][O:43][C:44](=[O:46])[CH3:45])([OH:41])[CH2:36][O:37][C:38](=[O:40])[CH3:39])=[CH:29][CH:28]=1)(=[O:3])[CH3:2].[B:54]1([B:54]2[O:58][C:57]([CH3:60])([CH3:59])[C:56]([CH3:62])([CH3:61])[O:55]2)[O:58][C:57]([CH3:60])([CH3:59])[C:56]([CH3:62])([CH3:61])[O:55]1.C([O-])(=O)C.[K+].O. Product: [C:1]([O:4][C@H:5]([C:47]1[CH:48]=[CH:49][C:50]([F:53])=[CH:51][CH:52]=1)[CH2:6][CH2:7][C@H:8]1[C:11](=[O:12])[N:10]([C:13]2[CH:14]=[CH:15][C:16]([B:54]3[O:58][C:57]([CH3:60])([CH3:59])[C:56]([CH3:62])([CH3:61])[O:55]3)=[CH:17][CH:18]=2)[C@@H:9]1[C:27]1[CH:32]=[CH:31][C:30]([C:33]#[C:34][C:35]([CH2:36][O:37][C:38](=[O:40])[CH3:39])([OH:41])[CH2:42][O:43][C:44](=[O:46])[CH3:45])=[CH:29][CH:28]=1)(=[O:3])[CH3:2]. The catalyst class is: 75. (4) Reactant: [I-].[Na+].C(=O)([O-])[O-].[K+].[K+].[Cl:9][CH2:10][C:11]([CH2:13]Cl)=[CH2:12].[OH:15][C:16]1[CH:23]=[CH:22][CH:21]=[CH:20][C:17]=1[CH:18]=[O:19]. Product: [Cl:9][CH2:10][C:11](=[CH2:12])[CH2:13][O:15][C:16]1[CH:23]=[CH:22][CH:21]=[CH:20][C:17]=1[CH:18]=[O:19]. The catalyst class is: 21. (5) Reactant: C([SiH](CC)CC)C.[CH3:8][C:9]1[CH:29]=[C:28]([C:30]2[C:34]([CH:35]=O)=[C:33]([O:37][CH2:38][CH3:39])[N:32]([CH3:40])[N:31]=2)[CH:27]=[CH:26][C:10]=1[O:11][CH2:12][C:13]1[CH:18]=[CH:17][CH:16]=[CH:15][C:14]=1[N:19]1[C:23](=[O:24])[N:22]([CH3:25])[N:21]=[N:20]1. Product: [CH3:8][C:9]1[CH:29]=[C:28]([C:30]2[C:34]([CH3:35])=[C:33]([O:37][CH2:38][CH3:39])[N:32]([CH3:40])[N:31]=2)[CH:27]=[CH:26][C:10]=1[O:11][CH2:12][C:13]1[CH:18]=[CH:17][CH:16]=[CH:15][C:14]=1[N:19]1[C:23](=[O:24])[N:22]([CH3:25])[N:21]=[N:20]1. The catalyst class is: 55. (6) Reactant: [Cl:1][CH2:2][CH2:3][N:4]([C:8]([O:10]C1C=CC([N+]([O-])=O)=CC=1)=O)[CH2:5][CH2:6][Cl:7].C([N:22](CC)CC)C.NCC[C:30]1[CH:35]=[CH:34][C:33]([OH:36])=[CH:32][CH:31]=1. Product: [Cl:1][CH2:2][CH2:3][N:4]([C:8]([NH:22][C:30]1[CH:31]=[CH:32][C:33]([OH:36])=[CH:34][CH:35]=1)=[O:10])[CH2:5][CH2:6][Cl:7]. The catalyst class is: 9.